Dataset: Forward reaction prediction with 1.9M reactions from USPTO patents (1976-2016). Task: Predict the product of the given reaction. Given the reactants [O:1]1[CH2:6][CH2:5][CH:4]([C:7]([OH:9])=O)[CH2:3][CH2:2]1.C(N1C=CN=C1)(N1C=CN=C1)=O.Cl.[CH3:23][NH:24][O:25][CH3:26], predict the reaction product. The product is: [CH3:26][O:25][N:24]([CH3:23])[C:7]([CH:4]1[CH2:3][CH2:2][O:1][CH2:6][CH2:5]1)=[O:9].